This data is from Reaction yield outcomes from USPTO patents with 853,638 reactions. The task is: Predict the reaction yield, written as a fraction of the theoretical maximum amount of product (1.0 means a 100% yield; for example, 0.34 means a 34% yield). (1) The reactants are [Cl:1][C:2]1[CH:10]=[C:9]2[C:5]([C:6]([C:11](=[O:16])[C:12]([F:15])([F:14])[F:13])=[CH:7][NH:8]2)=[CH:4][CH:3]=1.[F:17][C:18]1[CH:19]=[C:20](B(O)O)[CH:21]=[C:22]([F:24])[CH:23]=1.N1C=CC=CC=1. The catalyst is C(Cl)Cl.CC([O-])=O.CC([O-])=O.[Cu+2]. The product is [Cl:1][C:2]1[CH:10]=[C:9]2[C:5]([C:6]([C:11](=[O:16])[C:12]([F:13])([F:14])[F:15])=[CH:7][N:8]2[C:20]2[CH:19]=[C:18]([F:17])[CH:23]=[C:22]([F:24])[CH:21]=2)=[CH:4][CH:3]=1. The yield is 0.710. (2) The reactants are [NH2:1][C:2]1[CH:10]=[CH:9][CH:8]=[C:7]2[C:3]=1[C:4](=[O:20])[N:5]([CH:12]1[CH2:17][CH2:16][C:15](=[O:18])[NH:14][C:13]1=[O:19])[C:6]2=[O:11].Cl.[N:22]1[CH:27]=[CH:26][CH:25]=[CH:24][C:23]=1[C:28](Cl)=[O:29]. The catalyst is C1COCC1.CO. The product is [O:19]=[C:13]1[CH:12]([N:5]2[C:4](=[O:20])[C:3]3[C:7](=[CH:8][CH:9]=[CH:10][C:2]=3[NH:1][C:28]([C:23]3[CH:24]=[CH:25][CH:26]=[CH:27][N:22]=3)=[O:29])[C:6]2=[O:11])[CH2:17][CH2:16][C:15](=[O:18])[NH:14]1. The yield is 0.400. (3) The reactants are [C:1]([O:5][C:6](=[O:42])[NH:7][CH:8]([N:11]([CH:21]([C:25]1[N:30]([CH2:31][C:32]2[CH:37]=[CH:36][CH:35]=[CH:34][CH:33]=2)[C:29](=[O:38])[C:28]([C:39]#[N:40])=[C:27]([CH3:41])[N:26]=1)[CH:22]([CH3:24])[CH3:23])[C:12]([C:14]1[CH:19]=[CH:18][C:17]([CH3:20])=[CH:16][CH:15]=1)=[O:13])[CH2:9][CH3:10])([CH3:4])([CH3:3])[CH3:2].CCN(CC)CC.[CH3:50][C:51](OC(C)=O)=[O:52]. The catalyst is CC(O)=O.C(Cl)Cl.[Pd]. The product is [C:1]([O:5][C:6](=[O:42])[NH:7][CH:8]([N:11]([CH:21]([C:25]1[N:30]([CH2:31][C:32]2[CH:37]=[CH:36][CH:35]=[CH:34][CH:33]=2)[C:29](=[O:38])[C:28]([CH2:39][NH:40][C:51](=[O:52])[CH3:50])=[C:27]([CH3:41])[N:26]=1)[CH:22]([CH3:23])[CH3:24])[C:12]([C:14]1[CH:19]=[CH:18][C:17]([CH3:20])=[CH:16][CH:15]=1)=[O:13])[CH2:9][CH3:10])([CH3:3])([CH3:4])[CH3:2]. The yield is 0.270. (4) The reactants are CCCCCC.[H-].[Na+].[CH2:9]([C:13]1[NH:14][CH:15]=[CH:16][N:17]=1)[CH2:10][CH2:11][CH3:12].[CH3:18][Si:19]([CH3:26])([CH3:25])[CH2:20][CH2:21]OCCl.CN(C)[CH:29]=[O:30]. No catalyst specified. The product is [CH2:9]([C:13]1[NH:14][CH:15]=[C:16]([CH2:29][O:30][CH:20]([Si:19]([CH3:18])([CH3:25])[CH3:26])[CH3:21])[N:17]=1)[CH2:10][CH2:11][CH3:12]. The yield is 0.960. (5) No catalyst specified. The reactants are [CH2:1]([C:4]1[S:29][C:7]2[N:8]=[C:9]([O:25][CH2:26][CH2:27][NH2:28])[N:10]=[C:11]([N:12]3[CH2:17][CH2:16][N:15]4[C:18]([C:21]([F:24])([F:23])[F:22])=[N:19][N:20]=[C:14]4[CH2:13]3)[C:6]=2[CH:5]=1)[CH2:2][CH3:3].[CH3:30][O:31][CH2:32][C:33](O)=[O:34]. The product is [CH3:30][O:31][CH2:32][C:33]([NH:28][CH2:27][CH2:26][O:25][C:9]1[N:10]=[C:11]([N:12]2[CH2:17][CH2:16][N:15]3[C:18]([C:21]([F:22])([F:24])[F:23])=[N:19][N:20]=[C:14]3[CH2:13]2)[C:6]2[CH:5]=[C:4]([CH2:1][CH2:2][CH3:3])[S:29][C:7]=2[N:8]=1)=[O:34]. The yield is 0.370. (6) The reactants are [O:1]=[C:2]1[C:6]2[CH:7]=[CH:8][CH:9]=[CH:10][C:5]=2[C:4](=[O:11])[N:3]1[C:12]1[CH:17]=[CH:16][C:15](S(N)(=O)=O)=[CH:14][CH:13]=1.[CH2:22]1[CH2:32][CH2:31][N:30]2[C:25](=NCC[CH2:29]2)[CH2:24][CH2:23]1.C1([S:39]([N:42]=C=O)(=[O:41])=[O:40])C=CC=CC=1.Cl.CS(C)=[O:48]. No catalyst specified. The product is [O:1]=[C:2]1[C:6]2[CH:7]=[CH:8][CH:9]=[CH:10][C:5]=2[C:4](=[O:11])[N:3]1[C:12]1[CH:13]=[CH:14][C:15]([N:30]([C:29]([N:42]=[S:39](=[O:41])=[O:40])=[O:48])[C:25]2[CH:24]=[CH:23][CH:22]=[CH:32][CH:31]=2)=[CH:16][CH:17]=1. The yield is 1.00. (7) The reactants are [CH3:1][CH2:2][O:3][C:4]([C@@H:6]1[CH2:11][CH2:10][CH:9]([CH3:12])[C:8](=O)[N:7]1[C:14]([O:16][C:17]([CH3:20])([CH3:19])[CH3:18])=[O:15])=[O:5].CO. The catalyst is C1COCC1. The product is [CH3:1][CH2:2][O:3][C:4]([C@@H:6]1[CH2:11][CH2:10][CH:9]([CH3:12])[CH2:8][N:7]1[C:14]([O:16][C:17]([CH3:19])([CH3:18])[CH3:20])=[O:15])=[O:5]. The yield is 0.210.